From a dataset of Full USPTO retrosynthesis dataset with 1.9M reactions from patents (1976-2016). Predict the reactants needed to synthesize the given product. (1) Given the product [OH:8][C:9]1[CH:14]=[C:13]([OH:15])[C:12]([CH:23]([CH3:25])[CH3:24])=[CH:11][C:10]=1[C:26]([N:28]1[CH2:36][C:35]2[C:30](=[CH:31][CH:32]=[CH:33][C:34]=2[O:37][CH2:38][CH2:39][O:40][CH2:41][CH2:42][O:43][CH3:44])[CH2:29]1)=[O:27], predict the reactants needed to synthesize it. The reactants are: C([O:8][C:9]1[CH:14]=[C:13]([O:15]CC2C=CC=CC=2)[C:12]([C:23]([CH3:25])=[CH2:24])=[CH:11][C:10]=1[C:26]([N:28]1[CH2:36][C:35]2[C:30](=[CH:31][CH:32]=[CH:33][C:34]=2[O:37][CH2:38][CH2:39][O:40][CH2:41][CH2:42][O:43][CH3:44])[CH2:29]1)=[O:27])C1C=CC=CC=1. (2) Given the product [F:11][C:12]1([F:19])[CH2:18][CH2:17][CH2:16][N:15]([C:2]2[N:6]([CH3:7])[N:5]=[CH:4][C:3]=2[N+:8]([O-:10])=[O:9])[CH2:14][CH2:13]1, predict the reactants needed to synthesize it. The reactants are: Cl[C:2]1[N:6]([CH3:7])[N:5]=[CH:4][C:3]=1[N+:8]([O-:10])=[O:9].[F:11][C:12]1([F:19])[CH2:18][CH2:17][CH2:16][NH:15][CH2:14][CH2:13]1. (3) Given the product [O:18]1[C:10]2[CH:9]=[CH:8][C:13](/[CH:14]=[C:7]3\[C:5](=[O:6])[NH:4][C:2](=[S:3])[S:1]\3)=[CH:12][C:11]=2[O:16][CH2:17]1, predict the reactants needed to synthesize it. The reactants are: [S:1]1[CH2:7][C:5](=[O:6])[NH:4][C:2]1=[S:3].[CH:8]1[C:13]([CH:14]=O)=[CH:12][C:11]2[O:16][CH2:17][O:18][C:10]=2[CH:9]=1. (4) The reactants are: C(OC([N:8]1[CH2:13][CH2:12][N:11]([C:14]2[N:15]=[N:16][C:17]([C:27]([F:30])([F:29])[F:28])=[C:18]([C:20]3[CH:25]=[CH:24][CH:23]=[CH:22][C:21]=3[CH3:26])[CH:19]=2)[CH2:10][CH2:9]1)=O)(C)(C)C. Given the product [N:11]1([C:14]2[N:15]=[N:16][C:17]([C:27]([F:29])([F:28])[F:30])=[C:18]([C:20]3[CH:25]=[CH:24][CH:23]=[CH:22][C:21]=3[CH3:26])[CH:19]=2)[CH2:10][CH2:9][NH:8][CH2:13][CH2:12]1, predict the reactants needed to synthesize it. (5) Given the product [N+:12]([C:15]1[CH:16]=[CH:17][C:18]2[O:23][C:25]([C:26]([O:28][CH2:29][CH3:30])=[O:27])=[CH:20][C:19]=2[CH:22]=1)([O-:14])=[O:13], predict the reactants needed to synthesize it. The reactants are: CN(C=O)C.C([O-])([O-])=O.[K+].[K+].[N+:12]([C:15]1[CH:22]=[C:19]([CH:20]=O)[C:18]([OH:23])=[CH:17][CH:16]=1)([O-:14])=[O:13].Br[CH:25](C(OCC)=O)[C:26]([O:28][CH2:29][CH3:30])=[O:27]. (6) The reactants are: C(OC(=O)[NH:7][C@H:8]1[CH2:13][CH2:12][C@H:11]([CH2:14][CH2:15][N:16]2[CH2:21][CH2:20][CH2:19][CH2:18][CH:17]2[C:22]2[CH:23]=[C:24]3[CH:28]=[CH:27][CH:26]=[C:25]3[O:29][CH:30]=2)[CH2:10][CH2:9]1)(C)(C)C.[ClH:32].C(OCC)C. Given the product [ClH:32].[ClH:32].[O:29]1[C:25]2=[CH:26][CH:27]=[CH:28][C:24]2=[CH:23][C:22]([CH:17]2[CH2:18][CH2:19][CH2:20][CH2:21][N:16]2[CH2:15][CH2:14][C@H:11]2[CH2:10][CH2:9][C@H:8]([NH2:7])[CH2:13][CH2:12]2)=[CH:30]1, predict the reactants needed to synthesize it. (7) Given the product [CH2:16]([NH:17][CH2:18][CH2:2][C:1]([C:4]1[CH:8]=[CH:7][S:6][CH:5]=1)=[O:3])[CH2:15][C:9]1[CH:14]=[CH:13][CH:12]=[CH:11][CH:10]=1, predict the reactants needed to synthesize it. The reactants are: [C:1]([C:4]1[CH:8]=[CH:7][S:6][CH:5]=1)(=[O:3])[CH3:2].[C:9]1([CH2:15][CH2:16][NH2:17])[CH:14]=[CH:13][CH:12]=[CH:11][CH:10]=1.[CH2:18]=O. (8) Given the product [CH3:12][S:13]([C:14]1[CH:15]=[CH:16][C:17]2[N:18]([C:20]([CH2:27][N:28]3[CH2:32][CH:31]([CH2:33][CH2:34][CH3:35])[CH2:30][C:29]3=[O:36])=[C:21]([C:23]([F:25])([F:24])[F:26])[N:22]=2)[N:19]=1)=[O:9], predict the reactants needed to synthesize it. The reactants are: ClC1C=CC(C(OO)=[O:9])=CC=1.[CH3:12][S:13][C:14]1[CH:15]=[CH:16][C:17]2[N:18]([C:20]([CH2:27][N:28]3[CH2:32][CH:31]([CH2:33][CH2:34][CH3:35])[CH2:30][C:29]3=[O:36])=[C:21]([C:23]([F:26])([F:25])[F:24])[N:22]=2)[N:19]=1.